This data is from Full USPTO retrosynthesis dataset with 1.9M reactions from patents (1976-2016). The task is: Predict the reactants needed to synthesize the given product. (1) Given the product [CH3:1][C:2]1[C:7]([C:8]([OH:10])=[O:9])=[C:6]([NH:13][C:14]2[CH:19]=[CH:18][CH:17]=[C:16]([CH3:20])[CH:15]=2)[N:5]=[C:4]([S:21][CH3:22])[N:3]=1, predict the reactants needed to synthesize it. The reactants are: [CH3:1][C:2]1[C:7]([C:8]([O:10]CC)=[O:9])=[C:6]([NH:13][C:14]2[CH:19]=[CH:18][CH:17]=[C:16]([CH3:20])[CH:15]=2)[N:5]=[C:4]([S:21][CH3:22])[N:3]=1.[OH-].[Na+].C(O)C. (2) The reactants are: Cl[C:2]1[C:3]([NH:8][C:9]2[CH:14]=[CH:13][C:12]([C@@H:15]3[O:20][CH2:19][CH2:18][N:17]([C:21]([O:23][C:24]([CH3:27])([CH3:26])[CH3:25])=[O:22])[CH2:16]3)=[CH:11][CH:10]=2)=[N:4][CH:5]=[CH:6][CH:7]=1.F[B-](F)(F)F.C1(P(C2CCCCC2)C2CCCCC2)CCCCC1.C1CCN2C(=NCCC2)CC1. Given the product [N:4]1[C:3]2[NH:8][C:9]3[C:14]([C:2]=2[CH:7]=[CH:6][CH:5]=1)=[CH:13][C:12]([C@@H:15]1[O:20][CH2:19][CH2:18][N:17]([C:21]([O:23][C:24]([CH3:27])([CH3:26])[CH3:25])=[O:22])[CH2:16]1)=[CH:11][CH:10]=3, predict the reactants needed to synthesize it. (3) Given the product [Br:14][C:15]1[CH:20]=[CH:19][C:18]([CH:21]([F:11])[C:22]([O:24][CH3:25])=[O:23])=[CH:17][CH:16]=1, predict the reactants needed to synthesize it. The reactants are: COCCN(S(F)(F)[F:11])CCOC.[Br:14][C:15]1[CH:20]=[CH:19][C:18]([CH:21](O)[C:22]([O:24][CH3:25])=[O:23])=[CH:17][CH:16]=1.C(=O)([O-])O.[Na+].